This data is from Reaction yield outcomes from USPTO patents with 853,638 reactions. The task is: Predict the reaction yield, written as a fraction of the theoretical maximum amount of product (1.0 means a 100% yield; for example, 0.34 means a 34% yield). (1) The catalyst is CN(C=O)C.[I-].C([N+](CCCC)(CCCC)CCCC)CCC. The product is [C:1]([C:5]1[O:9][N:8]=[C:7]([NH:10][C:11]([NH:13][C:14]2[CH:19]=[CH:18][CH:17]=[C:16]([O:20][C:21]3[C:30]4[C:25](=[CH:26][C:27]([O:33][CH2:34][CH2:35][CH2:36][N:41]5[CH2:42][CH2:43][N:38]([CH2:44][CH2:45][OH:46])[CH2:39][CH2:40]5)=[C:28]([O:31][CH3:32])[CH:29]=4)[N:24]=[CH:23][N:22]=3)[CH:15]=2)=[O:12])[CH:6]=1)([CH3:4])([CH3:3])[CH3:2]. The reactants are [C:1]([C:5]1[O:9][N:8]=[C:7]([NH:10][C:11]([NH:13][C:14]2[CH:19]=[CH:18][CH:17]=[C:16]([O:20][C:21]3[C:30]4[C:25](=[CH:26][C:27]([O:33][CH2:34][CH2:35][CH2:36]Cl)=[C:28]([O:31][CH3:32])[CH:29]=4)[N:24]=[CH:23][N:22]=3)[CH:15]=2)=[O:12])[CH:6]=1)([CH3:4])([CH3:3])[CH3:2].[N:38]1([CH2:44][CH2:45][OH:46])[CH2:43][CH2:42][NH:41][CH2:40][CH2:39]1.C(N(C(C)C)CC)(C)C. The yield is 0.260. (2) The reactants are [Br:1][C:2]1[CH:3]=[C:4]([N:8]2[C:12](/[N:13]=C/N(C)C)=[C:11]([CH:18]=[O:19])[C:10]([C:20]([O:22][CH2:23][CH3:24])=[O:21])=[N:9]2)[CH:5]=[CH:6][CH:7]=1.Cl.O. The product is [NH2:13][C:12]1[N:8]([C:4]2[CH:5]=[CH:6][CH:7]=[C:2]([Br:1])[CH:3]=2)[N:9]=[C:10]([C:20]([O:22][CH2:23][CH3:24])=[O:21])[C:11]=1[CH:18]=[O:19]. The yield is 0.530. The catalyst is C1COCC1.